The task is: Predict the reaction yield, written as a fraction of the theoretical maximum amount of product (1.0 means a 100% yield; for example, 0.34 means a 34% yield).. This data is from Reaction yield outcomes from USPTO patents with 853,638 reactions. (1) The reactants are [C:1](Cl)(=[O:8])[C:2]1[CH:7]=[CH:6][CH:5]=[CH:4][CH:3]=1.[Cl:10][C:11]1[CH:12]=[CH:13][C:14]([O:33][CH2:34][C:35]2[CH:40]=[CH:39][CH:38]=[CH:37][CH:36]=2)=[C:15]([C:17]2[N:18]([C:23]3[CH:24]=[C:25]([S:29]([NH2:32])(=[O:31])=[O:30])[CH:26]=[CH:27][CH:28]=3)[C:19]([CH3:22])=[CH:20][CH:21]=2)[CH:16]=1.[CH2:41](N(CC)CC)C. The catalyst is CN(C1C=CN=CC=1)C.ClCCl. The product is [Cl:10][C:11]1[CH:12]=[CH:13][C:14]([O:33][CH2:34][C:35]2[CH:36]=[CH:37][CH:38]=[CH:39][CH:40]=2)=[C:15]([C:17]2[N:18]([C:23]3[CH:24]=[C:25]([S:29]([NH:32][C:1]([C:2]4[CH:7]=[CH:6][CH:5]=[CH:4][CH:3]=4)=[O:8])(=[O:31])=[O:30])[CH:26]=[CH:27][CH:28]=3)[C:19]([CH2:22][CH3:41])=[CH:20][CH:21]=2)[CH:16]=1. The yield is 0.800. (2) The reactants are [CH:1]1([C:4]2[CH:8]=[C:7]([C:9]([O:11][CH2:12][CH3:13])=[O:10])[NH:6][N:5]=2)[CH2:3][CH2:2]1.[Cl:14][C:15]1[CH:22]=[C:21]([C:23]([F:26])([F:25])[F:24])[CH:20]=[CH:19][C:16]=1[CH2:17]Cl.C(=O)([O-])[O-].[K+].[K+]. The catalyst is CN(C)C=O. The product is [Cl:14][C:15]1[CH:22]=[C:21]([C:23]([F:24])([F:25])[F:26])[CH:20]=[CH:19][C:16]=1[CH2:17][N:6]1[C:7]([C:9]([O:11][CH2:12][CH3:13])=[O:10])=[CH:8][C:4]([CH:1]2[CH2:2][CH2:3]2)=[N:5]1. The yield is 0.560. (3) The reactants are [CH2:1]([O:3][P:4]([C:9]1[CH:13]=[CH:12][S:11][CH:10]=1)([O:6][CH2:7][CH3:8])=[O:5])[CH3:2].[I:14]N1C(=O)CCC1=O.P([O-])([O-])(O)=O.[Na+].[Na+].P([O-])(O)(O)=O.[Na+]. The catalyst is C(Cl)(Cl)Cl.C(O)(=O)C. The product is [I:14][C:12]1[S:11][CH:10]=[C:9]([P:4]([O:6][CH2:7][CH3:8])([O:3][CH2:1][CH3:2])=[O:5])[CH:13]=1. The yield is 0.730. (4) The reactants are ClC(OC(Cl)C)=O.C([N:15]1[CH2:20][CH2:19][C:18]([C:26]2[N:31]=[C:30]([Cl:32])[N:29]=[C:28]([N:33]3[CH2:38][CH2:37][O:36][CH2:35][C@H:34]3[CH3:39])[CH:27]=2)([S:21]([CH2:24][CH3:25])(=[O:23])=[O:22])[CH2:17][CH2:16]1)C1C=CC=CC=1.[C:48](O[C:48]([O:50][C:51]([CH3:54])([CH3:53])[CH3:52])=[O:49])([O:50][C:51]([CH3:54])([CH3:53])[CH3:52])=[O:49].C(N(C(C)C)C(C)C)C. The catalyst is C(Cl)Cl.CO. The product is [Cl:32][C:30]1[N:31]=[C:26]([C:18]2([S:21]([CH2:24][CH3:25])(=[O:23])=[O:22])[CH2:19][CH2:20][N:15]([C:48]([O:50][C:51]([CH3:52])([CH3:53])[CH3:54])=[O:49])[CH2:16][CH2:17]2)[CH:27]=[C:28]([N:33]2[CH2:38][CH2:37][O:36][CH2:35][C@H:34]2[CH3:39])[N:29]=1. The yield is 0.880. (5) The reactants are [NH2:1][C:2]1[C:11]2[C:6](=[CH:7][CH:8]=[CH:9][C:10]=2[O:12][CH:13]2[CH2:18][CH2:17][CH2:16][CH2:15][CH2:14]2)[N:5]=[C:4]([CH3:19])[C:3]=1[C:20]([OH:22])=[O:21].C([O-])(O)=O.[Na+:27]. The catalyst is C(O)C.O. The product is [NH2:1][C:2]1[C:11]2[C:6](=[CH:7][CH:8]=[CH:9][C:10]=2[O:12][CH:13]2[CH2:18][CH2:17][CH2:16][CH2:15][CH2:14]2)[N:5]=[C:4]([CH3:19])[C:3]=1[C:20]([O-:22])=[O:21].[Na+:27]. The yield is 1.00. (6) The reactants are [C:1]1(P([C:1]2[CH:6]=[CH:5]C=[CH:3][CH:2]=2)[C:1]2[CH:6]=[CH:5]C=[CH:3][CH:2]=2)[CH:6]=[CH:5]C=[CH:3][CH:2]=1.[NH:20]=[N+:21]=[N-:22].[CH3:34][CH2:33][O:32][C:30](/N=N/[C:30]([O:32][CH2:33][CH3:34])=[O:31])=[O:31].[C:35]1([CH3:41])[CH:40]=[CH:39][CH:38]=[CH:37][CH:36]=1. The catalyst is CCOC(C)=O. The yield is 0.800. The product is [CH2:33]([O:32][C:30](=[O:31])[CH2:41][C@@H:35]1[CH2:40][CH2:39][CH2:38][C@H:37]([N:20]=[N+:21]=[N-:22])[CH2:36]1)[C:34]1[CH:5]=[CH:6][CH:1]=[CH:2][CH:3]=1. (7) The reactants are C([N:8]1[CH2:22][CH:21]([CH3:23])[N:11]2[C:12](=[O:20])[C:13]3[CH:14]=[CH:15][CH:16]=[CH:17][C:18]=3[CH2:19][CH:10]2[CH2:9]1)C1C=CC=CC=1.[H][H]. The catalyst is [Pd].CCOC(C)=O. The product is [CH3:23][C@H:21]1[N:11]2[C:12](=[O:20])[C:13]3[CH:14]=[CH:15][CH:16]=[CH:17][C:18]=3[CH2:19][C@@H:10]2[CH2:9][NH:8][CH2:22]1. The yield is 0.280. (8) The reactants are C([O:3][C:4](=[O:49])[CH2:5][C@H:6]1[CH2:11][CH2:10][C@H:9]([CH2:12][NH:13][CH2:14][CH2:15][C:16]2[C:21]([CH2:22][N:23]([CH2:30][C:31]3[CH:36]=[C:35]([C:37]([F:40])([F:39])[F:38])[CH:34]=[C:33]([C:41]([F:44])([F:43])[F:42])[CH:32]=3)[C:24]3[N:25]=[N:26][N:27]([CH3:29])[N:28]=3)=[CH:20][C:19]([C:45]([F:48])([F:47])[F:46])=[CH:18][N:17]=2)[CH2:8][CH2:7]1)C.[Li+].[OH-]. The catalyst is C1COCC1.CO.Cl.C(OCC)(=O)C. The product is [F:43][C:41]([F:42])([F:44])[C:33]1[CH:32]=[C:31]([CH:36]=[C:35]([C:37]([F:40])([F:39])[F:38])[CH:34]=1)[CH2:30][N:23]([CH2:22][C:21]1[C:16]([CH2:15][CH2:14][NH:13][CH2:12][C@H:9]2[CH2:8][CH2:7][C@H:6]([CH2:5][C:4]([OH:49])=[O:3])[CH2:11][CH2:10]2)=[N:17][CH:18]=[C:19]([C:45]([F:46])([F:47])[F:48])[CH:20]=1)[C:24]1[N:25]=[N:26][N:27]([CH3:29])[N:28]=1. The yield is 0.700. (9) The reactants are [Cl:1][C:2]1[CH:7]=[CH:6][C:5]([C:8]2[N:12]([CH2:13][C@H:14]([OH:19])[C:15]([F:18])([F:17])[F:16])[C:11](=[O:20])[N:10]([CH2:21][C:22]([O:24]C)=[O:23])[N:9]=2)=[CH:4][CH:3]=1.[OH-].[Li+]. The catalyst is CO.O. The product is [Cl:1][C:2]1[CH:7]=[CH:6][C:5]([C:8]2[N:12]([CH2:13][C@H:14]([OH:19])[C:15]([F:18])([F:16])[F:17])[C:11](=[O:20])[N:10]([CH2:21][C:22]([OH:24])=[O:23])[N:9]=2)=[CH:4][CH:3]=1. The yield is 0.710. (10) The yield is 0.460. The reactants are Cl.Cl.[Cl:3][C:4]1[CH:5]=[C:6](/[CH:17]=[CH:18]/[C:19]([O:21][CH2:22][CH3:23])=[O:20])[CH:7]=[N:8][C:9]=1[NH:10][CH:11]1[CH2:16][CH2:15][NH:14][CH2:13][CH2:12]1.[Cl:24][C:25]1[CH:30]=[CH:29][CH:28]=[C:27]([CH2:31]Cl)[CH:26]=1.C(N(CC)C(C)C)(C)C.O. The catalyst is CN(C=O)C.CCOC(C)=O. The product is [Cl:3][C:4]1[CH:5]=[C:6](/[CH:17]=[CH:18]/[C:19]([O:21][CH2:22][CH3:23])=[O:20])[CH:7]=[N:8][C:9]=1[NH:10][CH:11]1[CH2:16][CH2:15][N:14]([CH2:31][C:27]2[CH:28]=[CH:29][CH:30]=[C:25]([Cl:24])[CH:26]=2)[CH2:13][CH2:12]1.